Dataset: CYP2C19 inhibition data for predicting drug metabolism from PubChem BioAssay. Task: Regression/Classification. Given a drug SMILES string, predict its absorption, distribution, metabolism, or excretion properties. Task type varies by dataset: regression for continuous measurements (e.g., permeability, clearance, half-life) or binary classification for categorical outcomes (e.g., BBB penetration, CYP inhibition). Dataset: cyp2c19_veith. (1) The compound is Cc1ccc(S(=O)(=O)c2cc(N3CCOCC3)nc(-c3ccccc3)n2)cc1. The result is 1 (inhibitor). (2) The molecule is COc1ccc(S(=O)(=O)N2CCN(CC(=O)Nc3cccc(F)c3)CC2)cc1. The result is 1 (inhibitor). (3) The molecule is CC1(C)CC(=O)c2c(Cc3ccccc3)n[nH]c2C1. The result is 1 (inhibitor). (4) The drug is N#Cc1cccc(-c2nc3cnc(N4CCOCC4)nc3n(Cc3ccc(F)cc3)c2=O)c1. The result is 0 (non-inhibitor). (5) The result is 0 (non-inhibitor). The drug is CS(=O)(=O)N1CCN(c2ccc([N+](=O)[O-])c(N3CCOCC3)c2)CC1.